Dataset: Forward reaction prediction with 1.9M reactions from USPTO patents (1976-2016). Task: Predict the product of the given reaction. (1) Given the reactants [NH2:1][C:2]1[CH:21]=[CH:20][C:5]([O:6][C:7]2[C:16]3[C:11](=[CH:12][C:13]([OH:19])=[C:14]([C:17]#[N:18])[CH:15]=3)[N:10]=[CH:9][CH:8]=2)=[CH:4][C:3]=1[F:22].Br[CH2:24][CH:25]1[CH2:30][CH2:29][N:28]([C:31]([O:33][C:34]([CH3:37])([CH3:36])[CH3:35])=[O:32])[CH2:27][CH2:26]1.C(=O)([O-])[O-].[K+].[K+].CN(C)C=O, predict the reaction product. The product is: [NH2:1][C:2]1[CH:21]=[CH:20][C:5]([O:6][C:7]2[C:16]3[C:11](=[CH:12][C:13]([O:19][CH2:24][CH:25]4[CH2:30][CH2:29][N:28]([C:31]([O:33][C:34]([CH3:35])([CH3:37])[CH3:36])=[O:32])[CH2:27][CH2:26]4)=[C:14]([C:17]#[N:18])[CH:15]=3)[N:10]=[CH:9][CH:8]=2)=[CH:4][C:3]=1[F:22]. (2) Given the reactants Br[C:2]1[CH:7]=[CH:6][C:5]([C:8]([N:10]2[CH2:15][CH2:14][N:13]([C:16]3[C:21]([CH3:22])=[CH:20][C:19]([CH3:23])=[CH:18][N:17]=3)[CH2:12][CH2:11]2)=[O:9])=[C:4]([Cl:24])[CH:3]=1.[CH3:25][C@@H:26]1[CH2:30][O:29][C:28](=[O:31])[NH:27]1, predict the reaction product. The product is: [ClH:24].[Cl:24][C:4]1[CH:3]=[C:2]([N:27]2[C@H:26]([CH3:25])[CH2:30][O:29][C:28]2=[O:31])[CH:7]=[CH:6][C:5]=1[C:8]([N:10]1[CH2:15][CH2:14][N:13]([C:16]2[C:21]([CH3:22])=[CH:20][C:19]([CH3:23])=[CH:18][N:17]=2)[CH2:12][CH2:11]1)=[O:9]. (3) Given the reactants C1C2C(C[O:15][C:16]([N:18]([CH3:46])[C@H:19]([C:23]([NH:25][C@H:26]([C:30]([N:32]([C@@H:34]([C@@H:42]([CH3:45])[CH2:43][CH3:44])[C@H:35]([O:40][CH3:41])[CH2:36][C:37]([OH:39])=[O:38])[CH3:33])=[O:31])[CH:27]([CH3:29])[CH3:28])=[O:24])[CH:20]([CH3:22])[CH3:21])=[O:17])C3C(=CC=CC=3)C=2C=CC=1.N1CCCCC1.[C:53](OC(OC(O[C:53]([CH3:56])([CH3:55])[CH3:54])=O)=O)([CH3:56])([CH3:55])[CH3:54], predict the reaction product. The product is: [C:53]([O:15][C:16]([N:18]([CH3:46])[C@H:19]([C:23]([NH:25][C@H:26]([C:30]([N:32]([C@@H:34]([C@@H:42]([CH3:45])[CH2:43][CH3:44])[C@H:35]([O:40][CH3:41])[CH2:36][C:37]([OH:39])=[O:38])[CH3:33])=[O:31])[CH:27]([CH3:28])[CH3:29])=[O:24])[CH:20]([CH3:22])[CH3:21])=[O:17])([CH3:56])([CH3:55])[CH3:54].